From a dataset of Full USPTO retrosynthesis dataset with 1.9M reactions from patents (1976-2016). Predict the reactants needed to synthesize the given product. (1) Given the product [C:28]([C:26]1[CH:25]=[CH:24][C:9]2[N:10]([CH2:11][CH2:12][CH2:13][CH2:14][CH2:15][CH2:16][O:17][C:18](=[O:23])[CH3:19])[C:6]([CH2:5][OH:4])=[N:7][C:8]=2[CH:27]=1)#[N:29], predict the reactants needed to synthesize it. The reactants are: C([O:4][CH2:5][C:6]1[N:10]([CH2:11][CH2:12][CH2:13][CH2:14][CH2:15][CH2:16][O:17][C:18](=[O:23])[C:19](C)(C)C)[C:9]2[CH:24]=[CH:25][C:26]([C:28]#[N:29])=[CH:27][C:8]=2[N:7]=1)(=O)C.C([O-])([O-])=O.[K+].[K+]. (2) Given the product [CH3:43][NH:42][C:40]([C:38]1[N:37]=[N:36][N:35]([CH2:34][CH2:33][CH2:32][CH2:31][C:28]2[N:29]=[N:30][C:25]([NH:24][C:21](=[O:23])[CH2:20][C:16]3[CH:15]=[C:14]([CH:11]4[CH2:10][CH2:9][O:8][CH2:13][CH2:12]4)[CH:19]=[CH:18][N:17]=3)=[CH:26][CH:27]=2)[CH:39]=1)=[O:41], predict the reactants needed to synthesize it. The reactants are: FC(F)(F)C(O)=O.[O:8]1[CH2:13][CH2:12][CH:11]([C:14]2[CH:19]=[CH:18][N:17]=[C:16]([CH2:20][C:21]([OH:23])=O)[CH:15]=2)[CH2:10][CH2:9]1.[NH2:24][C:25]1[N:30]=[N:29][C:28]([CH2:31][CH2:32][CH2:33][CH2:34][N:35]2[CH:39]=[C:38]([C:40]([NH:42][CH3:43])=[O:41])[N:37]=[N:36]2)=[CH:27][CH:26]=1.C(P1(=O)OP(CCC)(=O)OP(CCC)(=O)O1)CC. (3) Given the product [Cl:25][C:10]1[N:11]=[N:12][C:13]([CH3:14])=[C:8]([C:5]2[CH:6]=[CH:7][C:2]([Cl:1])=[CH:3][CH:4]=2)[C:9]=1[C:16]1[CH:21]=[CH:20][CH:19]=[CH:18][C:17]=1[F:22], predict the reactants needed to synthesize it. The reactants are: [Cl:1][C:2]1[CH:7]=[CH:6][C:5]([C:8]2[C:13]([CH3:14])=[N:12][NH:11][C:10](=O)[C:9]=2[C:16]2[CH:21]=[CH:20][CH:19]=[CH:18][C:17]=2[F:22])=[CH:4][CH:3]=1.P(Cl)(Cl)([Cl:25])=O. (4) Given the product [C:19]([C:23]1[CH:28]=[CH:27][C:26]([C:2]2[C:10]3[N:9]4[CH2:11][CH2:12][NH:13][C:14](=[O:15])[C:8]4=[C:7]([CH3:16])[C:6]=3[CH:5]=[C:4]([C:17]#[N:18])[CH:3]=2)=[CH:25][CH:24]=1)([CH3:22])([CH3:21])[CH3:20], predict the reactants needed to synthesize it. The reactants are: Br[C:2]1[C:10]2[N:9]3[CH2:11][CH2:12][NH:13][C:14](=[O:15])[C:8]3=[C:7]([CH3:16])[C:6]=2[CH:5]=[C:4]([C:17]#[N:18])[CH:3]=1.[C:19]([C:23]1[CH:28]=[CH:27][C:26](B(O)O)=[CH:25][CH:24]=1)([CH3:22])([CH3:21])[CH3:20]. (5) The reactants are: [C:1]([O:4][CH2:5][C@@H:6]1[C@@H:11]([O:12][C:13](=[O:15])[CH3:14])[CH:10]=[CH:9][C@@H:8]([C:16]2[CH:21]=[CH:20][C:19]([NH:22]C(OC(C)(C)C)=O)=[CH:18][CH:17]=2)[O:7]1)(=[O:3])[CH3:2].C(O)(C(F)(F)F)=O. Given the product [C:1]([O:4][CH2:5][C@@H:6]1[C@@H:11]([O:12][C:13](=[O:15])[CH3:14])[CH:10]=[CH:9][C@@H:8]([C:16]2[CH:21]=[CH:20][C:19]([NH2:22])=[CH:18][CH:17]=2)[O:7]1)(=[O:3])[CH3:2], predict the reactants needed to synthesize it. (6) Given the product [CH3:24][S:25]([O:1][CH:2]1[CH2:3][CH:4]2[N:9]([C:10]([O:12][C:13]([CH3:16])([CH3:15])[CH3:14])=[O:11])[CH:7]([CH2:6][CH2:5]2)[CH2:8]1)(=[O:27])=[O:26], predict the reactants needed to synthesize it. The reactants are: [OH:1][CH:2]1[CH2:8][CH:7]2[N:9]([C:10]([O:12][C:13]([CH3:16])([CH3:15])[CH3:14])=[O:11])[CH:4]([CH2:5][CH2:6]2)[CH2:3]1.C(N(CC)CC)C.[CH3:24][S:25](Cl)(=[O:27])=[O:26].